This data is from Forward reaction prediction with 1.9M reactions from USPTO patents (1976-2016). The task is: Predict the product of the given reaction. The product is: [F:19][C:16]1[CH:15]=[CH:14][C:13]([C@H:12]2[C:11]([CH3:20])([CH3:21])[O:10][C:9](=[O:22])[N:8]2[CH:5]2[CH2:4][CH2:3][CH:2]([NH:1][C:33]3[CH:40]=[CH:39][C:36]([C:37]#[N:38])=[CH:35][C:34]=3[N+:41]([O-:43])=[O:42])[CH2:7][CH2:6]2)=[CH:18][CH:17]=1. Given the reactants [NH2:1][CH:2]1[CH2:7][CH2:6][CH:5]([N:8]2[C@@H:12]([C:13]3[CH:18]=[CH:17][C:16]([F:19])=[CH:15][CH:14]=3)[C:11]([CH3:21])([CH3:20])[O:10][C:9]2=[O:22])[CH2:4][CH2:3]1.CCN(C(C)C)C(C)C.F[C:33]1[CH:40]=[CH:39][C:36]([C:37]#[N:38])=[CH:35][C:34]=1[N+:41]([O-:43])=[O:42], predict the reaction product.